From a dataset of NCI-60 drug combinations with 297,098 pairs across 59 cell lines. Regression. Given two drug SMILES strings and cell line genomic features, predict the synergy score measuring deviation from expected non-interaction effect. Drug 1: C1CCC(CC1)NC(=O)N(CCCl)N=O. Drug 2: C1CC(=O)NC(=O)C1N2C(=O)C3=CC=CC=C3C2=O. Cell line: OVCAR-4. Synergy scores: CSS=3.84, Synergy_ZIP=-1.15, Synergy_Bliss=1.55, Synergy_Loewe=-1.49, Synergy_HSA=0.383.